This data is from Forward reaction prediction with 1.9M reactions from USPTO patents (1976-2016). The task is: Predict the product of the given reaction. (1) The product is: [OH:1][C:2]1[C:3]([C:4]([OH:6])=[O:5])=[CH:8][N:9]([C:10]2[CH:15]=[CH:14][CH:13]=[CH:12][CH:11]=2)[C:17](=[O:19])[CH:16]=1. Given the reactants [O:1]=[C:2]([CH2:16][C:17]([O:19]C)=O)[C:3](=[CH:8][NH:9][C:10]1[CH:15]=[CH:14][CH:13]=[CH:12][CH:11]=1)[C:4]([O:6]C)=[O:5], predict the reaction product. (2) Given the reactants [Cl:1][C:2]1[CH:8]=[C:7]([O:9][C:10]2[C:11]3[N:18]([CH2:19][CH2:20][O:21][CH2:22][CH2:23][O:24][CH3:25])[CH:17]=[CH:16][C:12]=3[N:13]=[CH:14][N:15]=2)[CH:6]=[CH:5][C:3]=1[NH2:4].C(N(CC)CC)C.[F:33][C:34]([F:45])([F:44])[C:35]1[CH:36]=[C:37]([N:41]=[C:42]=[O:43])[CH:38]=[CH:39][CH:40]=1, predict the reaction product. The product is: [Cl:1][C:2]1[CH:8]=[C:7]([O:9][C:10]2[C:11]3[N:18]([CH2:19][CH2:20][O:21][CH2:22][CH2:23][O:24][CH3:25])[CH:17]=[CH:16][C:12]=3[N:13]=[CH:14][N:15]=2)[CH:6]=[CH:5][C:3]=1[NH:4][C:42]([NH:41][C:37]1[CH:38]=[CH:39][CH:40]=[C:35]([C:34]([F:33])([F:44])[F:45])[CH:36]=1)=[O:43]. (3) Given the reactants [CH3:1][O:2][CH2:3][CH2:4][CH:5]1[CH2:10][NH:9][CH2:8][CH2:7][NH:6]1.[C:11](Cl)([C:24]1[CH:29]=[CH:28][CH:27]=[CH:26][CH:25]=1)([C:18]1[CH:23]=[CH:22][CH:21]=[CH:20][CH:19]=1)[C:12]1[CH:17]=[CH:16][CH:15]=[CH:14][CH:13]=1.C(N(CC)CC)C, predict the reaction product. The product is: [CH3:1][O:2][CH2:3][CH2:4][CH:5]1[NH:6][CH2:7][CH2:8][N:9]([C:11]([C:12]2[CH:17]=[CH:16][CH:15]=[CH:14][CH:13]=2)([C:24]2[CH:25]=[CH:26][CH:27]=[CH:28][CH:29]=2)[C:18]2[CH:19]=[CH:20][CH:21]=[CH:22][CH:23]=2)[CH2:10]1. (4) Given the reactants [CH3:1][CH:2]1[CH2:7][CH2:6][C:5](=[O:8])[O:4][C:3]1=[O:9].[NH2:10][C:11]1[CH:18]=[CH:17][C:14]([C:15]#[N:16])=[C:13]([Cl:19])[CH:12]=1.ClC1C=C(NC(=O)C(C)CCC(O)=O)C=CC=1C#N, predict the reaction product. The product is: [Cl:19][C:13]1[CH:12]=[C:11]([NH:10][C:5](=[O:8])[CH2:6][CH2:7][CH:2]([CH3:1])[C:3]([OH:4])=[O:9])[CH:18]=[CH:17][C:14]=1[C:15]#[N:16]. (5) Given the reactants [CH:1]1([NH:4][C:5]([NH:7][C:8]2[CH:13]=[CH:12][C:11]([O:14][C:15]3[CH:20]=[CH:19][N:18]=[C:17]4[CH:21]=[C:22]([C:24]5[CH:25]=[N:26][C:27]([CH:30]=O)=[CH:28][CH:29]=5)[S:23][C:16]=34)=[C:10]([F:32])[CH:9]=2)=[O:6])[CH2:3][CH2:2]1.CC(O)=O.[NH2:37][CH2:38][CH2:39][CH2:40][C:41]([OH:43])=O.C(O[BH-](OC(=O)C)OC(=O)C)(=O)C.[Na+], predict the reaction product. The product is: [CH:1]1([NH:4][C:5]([NH:7][C:8]2[CH:13]=[CH:12][C:11]([O:14][C:15]3[CH:20]=[CH:19][N:18]=[C:17]4[CH:21]=[C:22]([C:24]5[CH:25]=[N:26][C:27]([CH2:30][N:37]6[CH2:38][CH2:39][CH2:40][C:41]6=[O:43])=[CH:28][CH:29]=5)[S:23][C:16]=34)=[C:10]([F:32])[CH:9]=2)=[O:6])[CH2:3][CH2:2]1. (6) Given the reactants [NH2:1][C:2]1[CH:3]=[C:4]([C:8]2[CH:9]=[CH:10][C:11]3[N:12]([CH:14]=[C:15]([NH:17][C:18](=[O:20])[CH3:19])[N:16]=3)[N:13]=2)[CH:5]=[CH:6][CH:7]=1.N1C=CC=CC=1.Cl.[CH:28]1[C:37]2[CH:36]=[CH:35][CH:34]=[C:33]([S:38](Cl)(=[O:40])=[O:39])[C:32]=2[CH:31]=[CH:30][N:29]=1, predict the reaction product. The product is: [CH:28]1[C:37]2[CH:36]=[CH:35][CH:34]=[C:33]([S:38]([NH:1][C:2]3[CH:3]=[C:4]([C:8]4[CH:9]=[CH:10][C:11]5[N:12]([CH:14]=[C:15]([NH:17][C:18](=[O:20])[CH3:19])[N:16]=5)[N:13]=4)[CH:5]=[CH:6][CH:7]=3)(=[O:40])=[O:39])[C:32]=2[CH:31]=[CH:30][N:29]=1. (7) Given the reactants [CH2:1]([Mg]Br)[CH3:2].[O:5]1[CH2:9][CH:8]([C:10]2[CH:11]=[C:12]([CH:15]=[CH:16][CH:17]=2)[C:13]#[N:14])[O:7][CH2:6]1.B(F)(F)F.CCOCC.[OH-].[Na+], predict the reaction product. The product is: [OH-:5].[NH4+:14].[O:5]1[CH2:9][CH:8]([C:10]2[CH:11]=[C:12]([C:13]3([NH2:14])[CH2:2][CH2:1]3)[CH:15]=[CH:16][CH:17]=2)[O:7][CH2:6]1.